Task: Regression. Given two drug SMILES strings and cell line genomic features, predict the synergy score measuring deviation from expected non-interaction effect.. Dataset: NCI-60 drug combinations with 297,098 pairs across 59 cell lines (1) Drug 1: CN1CCC(CC1)COC2=C(C=C3C(=C2)N=CN=C3NC4=C(C=C(C=C4)Br)F)OC. Drug 2: COC1=C2C(=CC3=C1OC=C3)C=CC(=O)O2. Cell line: HCC-2998. Synergy scores: CSS=8.20, Synergy_ZIP=4.97, Synergy_Bliss=6.95, Synergy_Loewe=2.04, Synergy_HSA=4.02. (2) Drug 1: CC1=CC2C(CCC3(C2CCC3(C(=O)C)OC(=O)C)C)C4(C1=CC(=O)CC4)C. Drug 2: CN1C2=C(C=C(C=C2)N(CCCl)CCCl)N=C1CCCC(=O)O.Cl. Cell line: MDA-MB-435. Synergy scores: CSS=-5.30, Synergy_ZIP=4.09, Synergy_Bliss=2.84, Synergy_Loewe=-3.25, Synergy_HSA=-2.41. (3) Drug 1: C1CNP(=O)(OC1)N(CCCl)CCCl. Drug 2: B(C(CC(C)C)NC(=O)C(CC1=CC=CC=C1)NC(=O)C2=NC=CN=C2)(O)O. Cell line: HCT-15. Synergy scores: CSS=63.4, Synergy_ZIP=0.407, Synergy_Bliss=-1.55, Synergy_Loewe=-64.1, Synergy_HSA=-2.72. (4) Drug 1: CN(C)C1=NC(=NC(=N1)N(C)C)N(C)C. Drug 2: CCCS(=O)(=O)NC1=C(C(=C(C=C1)F)C(=O)C2=CNC3=C2C=C(C=N3)C4=CC=C(C=C4)Cl)F. Cell line: MALME-3M. Synergy scores: CSS=26.0, Synergy_ZIP=-0.304, Synergy_Bliss=-7.16, Synergy_Loewe=-49.0, Synergy_HSA=-10.4. (5) Drug 1: CC1=C2C(C(=O)C3(C(CC4C(C3C(C(C2(C)C)(CC1OC(=O)C(C(C5=CC=CC=C5)NC(=O)OC(C)(C)C)O)O)OC(=O)C6=CC=CC=C6)(CO4)OC(=O)C)OC)C)OC. Drug 2: CC12CCC3C(C1CCC2=O)CC(=C)C4=CC(=O)C=CC34C. Cell line: SNB-19. Synergy scores: CSS=63.3, Synergy_ZIP=5.11, Synergy_Bliss=4.98, Synergy_Loewe=7.75, Synergy_HSA=9.81.